This data is from Cav3 T-type calcium channel HTS with 100,875 compounds. The task is: Binary Classification. Given a drug SMILES string, predict its activity (active/inactive) in a high-throughput screening assay against a specified biological target. (1) The compound is O(c1c2c3C(N(CCc3cc1OC)C)Cc1c2cc(OC)c(OC)c1)C. The result is 0 (inactive). (2) The molecule is FC(F)c1n2ncc(C(=O)NCCCN3CCCC3=O)c2nc(c1)c1ccc(OC)cc1. The result is 0 (inactive). (3) The drug is S(=O)(=O)(N1CCCCC1)c1ccc(NS(=O)(=O)c2cc(OC)c(OC)cc2)cc1. The result is 0 (inactive). (4) The drug is FC(F)(F)c1oc2c(c(=O)c1c1c(OC)cccc1)ccc(OC(=O)c1c([N+]([O-])=O)cccc1)c2. The result is 0 (inactive). (5) The result is 0 (inactive). The molecule is OC(=O)CN(Cc1[nH]c2c(n1)cccc2)C. (6) The drug is N1(CCN(CC1)c1ncccc1)CC#Cc1ccccc1. The result is 0 (inactive). (7) The compound is O1c2c(OCC1)ccc(Nc1n3ncnc3nc(c1)C)c2. The result is 0 (inactive). (8) The compound is S(=O)(=O)(NCC(=O)N(C1CCCC1)CC(=O)NCC1OCCC1)c1ccccc1. The result is 0 (inactive).